This data is from Peptide-MHC class I binding affinity with 185,985 pairs from IEDB/IMGT. The task is: Regression. Given a peptide amino acid sequence and an MHC pseudo amino acid sequence, predict their binding affinity value. This is MHC class I binding data. (1) The peptide sequence is DPDSFQDYI. The MHC is HLA-B07:02 with pseudo-sequence HLA-B07:02. The binding affinity (normalized) is 0.0641. (2) The binding affinity (normalized) is 0.0847. The peptide sequence is VELGSGNSF. The MHC is HLA-B48:01 with pseudo-sequence HLA-B48:01. (3) The peptide sequence is DPNPQEVVL. The MHC is HLA-B42:01 with pseudo-sequence HLA-B42:01. The binding affinity (normalized) is 0.250.